Dataset: Peptide-MHC class II binding affinity with 134,281 pairs from IEDB. Task: Regression. Given a peptide amino acid sequence and an MHC pseudo amino acid sequence, predict their binding affinity value. This is MHC class II binding data. (1) The binding affinity (normalized) is 0.256. The MHC is DRB3_0202 with pseudo-sequence DRB3_0202. The peptide sequence is GELQIVDKIDAAFEI. (2) The peptide sequence is GPAYSAHCIGITDRD. The MHC is DRB3_0101 with pseudo-sequence DRB3_0101. The binding affinity (normalized) is 0.263.